From a dataset of Catalyst prediction with 721,799 reactions and 888 catalyst types from USPTO. Predict which catalyst facilitates the given reaction. (1) Reactant: [Cl:1][C:2]1[CH:7]=[CH:6][C:5]([OH:8])=[C:4]([CH:9]2[CH2:13][CH2:12][CH2:11][CH2:10]2)[CH:3]=1.C(N(CC)CC)C.Cl[C:22]([O:24][CH3:25])=[O:23]. Product: [C:22](=[O:23])([O:24][CH3:25])[O:8][C:5]1[CH:6]=[CH:7][C:2]([Cl:1])=[CH:3][C:4]=1[CH:9]1[CH2:13][CH2:12][CH2:11][CH2:10]1. The catalyst class is: 4. (2) Reactant: [CH3:1][C@@H:2]1[C:7](=O)[N:6]2[CH2:9][CH2:10][NH:11][CH2:12][CH:5]2[C:4](=O)[NH:3]1.B.C1COCC1. Product: [CH3:1][C@@H:2]1[CH2:7][N:6]2[CH2:9][CH2:10][NH:11][CH2:12][CH:5]2[CH2:4][NH:3]1. The catalyst class is: 33. (3) Reactant: C[O:2][C:3]1[N:4]=[N:5][C:6]([S:9]([C:12]2[NH:13][C:14]3[C:19]([CH:20]=2)=[CH:18][CH:17]=[CH:16][CH:15]=3)(=[O:11])=[O:10])=[CH:7][CH:8]=1.Cl. Product: [NH:13]1[C:14]2[C:19](=[CH:18][CH:17]=[CH:16][CH:15]=2)[CH:20]=[C:12]1[S:9]([C:6]1[CH:7]=[CH:8][C:3](=[O:2])[NH:4][N:5]=1)(=[O:11])=[O:10]. The catalyst class is: 12.